This data is from Catalyst prediction with 721,799 reactions and 888 catalyst types from USPTO. The task is: Predict which catalyst facilitates the given reaction. (1) Reactant: ClCCCl.O=P12OP3(OP(OP(O3)(O1)=O)(=O)O2)=O.[C:19]([N:26]1[CH2:29][CH:28]([C:30](O)=O)[CH2:27]1)([O:21][C:22]([CH3:25])([CH3:24])[CH3:23])=[O:20].[NH2:33][C:34]1[CH:39]=[CH:38][CH:37]=[CH:36][C:35]=1[SH:40]. Product: [C:22]([O:21][C:19]([N:26]1[CH2:29][CH:28]([C:30]2[S:40][C:35]3[CH:36]=[CH:37][CH:38]=[CH:39][C:34]=3[N:33]=2)[CH2:27]1)=[O:20])([CH3:25])([CH3:24])[CH3:23]. The catalyst class is: 2. (2) Reactant: F[C:2]1[N:7]=[C:6]([C:8]2[CH:13]=[CH:12][CH:11]=[CH:10][N:9]=2)[C:5]([O:14]C)=[CH:4][CH:3]=1.[CH3:16][S-:17].[Na+]. Product: [CH3:16][S:17][C:2]1[N:7]=[C:6]([C:8]2[CH:13]=[CH:12][CH:11]=[CH:10][N:9]=2)[C:5]([OH:14])=[CH:4][CH:3]=1. The catalyst class is: 9. (3) Reactant: [Br:1][C:2]1[CH:3]=[C:4]2[C:11](=[CH:12][CH:13]=1)[O:10][CH2:9][C:6]1([CH2:8][CH2:7]1)[C:5]2([NH:19][C:20]([NH:22][C:23](=[O:30])[C:24]1[CH:29]=[CH:28][CH:27]=[CH:26][CH:25]=1)=[S:21])[C:14]([F:18])([F:17])[CH2:15]O.ClC(N(C)C)=C(C)C.C([O-])([O-])=O.[K+].[K+]. Product: [Br:1][C:2]1[CH:3]=[C:4]2[C:5]3([C:14]([F:17])([F:18])[CH2:15][S:21][C:20]([NH:22][C:23](=[O:30])[C:24]4[CH:25]=[CH:26][CH:27]=[CH:28][CH:29]=4)=[N:19]3)[C:6]3([CH2:7][CH2:8]3)[CH2:9][O:10][C:11]2=[CH:12][CH:13]=1. The catalyst class is: 2. (4) The catalyst class is: 334. Product: [C:1]([C:5]1[N:6]=[C:7]([NH:10][C:11]([C:13]2[CH:45]=[CH:44][N:16]3[C:17](=[O:43])[C:18](/[CH:34]=[CH:35]/[C:36]([O:38][C:39]([CH3:42])([CH3:41])[CH3:40])=[O:37])=[C:19]([N:21]4[CH2:26][CH2:25][CH2:24][C@@H:23]([O:27][C:28]([NH:30][CH2:31][CH2:32][N:47]([CH3:48])[CH3:46])=[O:29])[CH2:22]4)[N:20]=[C:15]3[CH:14]=2)=[O:12])[S:8][CH:9]=1)([CH3:4])([CH3:3])[CH3:2]. Reactant: [C:1]([C:5]1[N:6]=[C:7]([NH:10][C:11]([C:13]2[CH:45]=[CH:44][N:16]3[C:17](=[O:43])[C:18](/[CH:34]=[CH:35]/[C:36]([O:38][C:39]([CH3:42])([CH3:41])[CH3:40])=[O:37])=[C:19]([N:21]4[CH2:26][CH2:25][CH2:24][C@@H:23]([O:27][C:28]([NH:30][CH2:31][CH2:32]Cl)=[O:29])[CH2:22]4)[N:20]=[C:15]3[CH:14]=2)=[O:12])[S:8][CH:9]=1)([CH3:4])([CH3:3])[CH3:2].[CH3:46][N:47](C)[CH:48]=O.CNC. (5) Reactant: [C:1]([C:4]1[CH:13]=[C:8]([C:9]([O:11][CH3:12])=[O:10])[C:7]([OH:14])=[CH:6][CH:5]=1)(=[O:3])[CH3:2].C(=O)([O-])[O-].[K+].[K+].[CH2:21](Br)[C:22]1[CH:27]=[CH:26][CH:25]=[CH:24][CH:23]=1. Product: [CH3:12][O:11][C:9](=[O:10])[C:8]1[CH:13]=[C:4]([C:1](=[O:3])[CH3:2])[CH:5]=[CH:6][C:7]=1[O:14][CH2:21][C:22]1[CH:27]=[CH:26][CH:25]=[CH:24][CH:23]=1. The catalyst class is: 10.